Task: Regression. Given a peptide amino acid sequence and an MHC pseudo amino acid sequence, predict their binding affinity value. This is MHC class II binding data.. Dataset: Peptide-MHC class II binding affinity with 134,281 pairs from IEDB (1) The binding affinity (normalized) is 0.209. The MHC is DRB3_0101 with pseudo-sequence DRB3_0101. The peptide sequence is LISWGHYPLHLRYYR. (2) The peptide sequence is GELKIVDKIDAAFKI. The MHC is DRB4_0101 with pseudo-sequence DRB4_0103. The binding affinity (normalized) is 0.575. (3) The peptide sequence is KLIGGIGGFVKVRQYDQILI. The MHC is HLA-DQA10501-DQB10301 with pseudo-sequence HLA-DQA10501-DQB10301. The binding affinity (normalized) is 0.317. (4) The peptide sequence is APYHFDLSGHAFGAM. The MHC is DRB1_0405 with pseudo-sequence DRB1_0405. The binding affinity (normalized) is 0.346. (5) The MHC is HLA-DPA10103-DPB10401 with pseudo-sequence HLA-DPA10103-DPB10401. The peptide sequence is AAATAGTTVYGAFAK. The binding affinity (normalized) is 0.182. (6) The peptide sequence is AFKVAATWANAAPAN. The MHC is DRB1_0701 with pseudo-sequence DRB1_0701. The binding affinity (normalized) is 0.607. (7) The peptide sequence is RIPVDVSEGDIVIYS. The MHC is DRB1_1101 with pseudo-sequence DRB1_1101. The binding affinity (normalized) is 0.